Dataset: Full USPTO retrosynthesis dataset with 1.9M reactions from patents (1976-2016). Task: Predict the reactants needed to synthesize the given product. (1) Given the product [ClH:1].[CH3:21][N:22]([CH3:27])[CH2:23][CH2:24][CH2:25][NH:26][C:2]1[CH:7]=[CH:6][N:5]=[C:4]([NH:8][C:9]2[CH:14]=[CH:13][CH:12]=[C:11]([C:15]3[N:16]=[C:17]([CH3:20])[S:18][CH:19]=3)[CH:10]=2)[N:3]=1, predict the reactants needed to synthesize it. The reactants are: [Cl:1][C:2]1[CH:7]=[CH:6][N:5]=[C:4]([NH:8][C:9]2[CH:14]=[CH:13][CH:12]=[C:11]([C:15]3[N:16]=[C:17]([CH3:20])[S:18][CH:19]=3)[CH:10]=2)[N:3]=1.[CH3:21][N:22]([CH3:27])[CH2:23][CH2:24][CH2:25][NH2:26].C(N(C(C)C)CC)(C)C.Cl. (2) Given the product [N:1]1[CH:2]=[CH:3][C:4]([C:7]2[S:11][C:10]([C:12]([NH:15][CH:16]3[CH2:17][CH2:18][N:19]([C:22]([O:24][CH2:25][CH3:26])=[O:23])[CH2:20][CH2:21]3)=[O:14])=[CH:9][CH:8]=2)=[CH:5][CH:6]=1, predict the reactants needed to synthesize it. The reactants are: [N:1]1[CH:6]=[CH:5][C:4]([C:7]2[S:11][C:10]([C:12]([OH:14])=O)=[CH:9][CH:8]=2)=[CH:3][CH:2]=1.[NH2:15][CH:16]1[CH2:21][CH2:20][N:19]([C:22]([O:24][CH2:25][CH3:26])=[O:23])[CH2:18][CH2:17]1. (3) The reactants are: CC1(C)[O:6][C@H:5]2[C@H:7]([N:28]3[CH:36]=[N:35][C:34]4[C:29]3=[N:30][CH:31]=[N:32][C:33]=4[NH:37][CH2:38][CH2:39][CH2:40][C:41]3[CH:46]=[CH:45][CH:44]=[CH:43][CH:42]=3)[O:8][C@H:9]([CH2:10][S:11][C@@H:12]3[CH2:16][N:15](C(OC(C)(C)C)=O)[C@H:14]([C:24]([O:26]C)=[O:25])[CH2:13]3)[C@H:4]2[O:3]1.[OH-].[K+].C1COCC1. Given the product [OH:3][C@H:4]1[C@@H:5]([OH:6])[C@H:7]([N:28]2[CH:36]=[N:35][C:34]3[C:29]2=[N:30][CH:31]=[N:32][C:33]=3[NH:37][CH2:38][CH2:39][CH2:40][C:41]2[CH:42]=[CH:43][CH:44]=[CH:45][CH:46]=2)[O:8][C@@H:9]1[CH2:10][S:11][C@@H:12]1[CH2:16][NH:15][C@H:14]([C:24]([OH:26])=[O:25])[CH2:13]1, predict the reactants needed to synthesize it.